Dataset: Experimentally validated miRNA-target interactions with 360,000+ pairs, plus equal number of negative samples. Task: Binary Classification. Given a miRNA mature sequence and a target amino acid sequence, predict their likelihood of interaction. (1) The miRNA is hsa-miR-4433a-5p with sequence CGUCCCACCCCCCACUCCUGU. The protein sequence of the target gene is MALSRVCWARAALWGSTVAPGPFVTRRLQLGRSGPAWRAPRSSKLHLSPKADVKNLISYVVTKTRAINGSYHRFLGRHFPRFYALYTTFMKGIQMLWADGKKARRIKADMWKQNLKFHQLSYREMEHLRQFRRDITKCLFVGLISIPPFANYLVFLLMYLFPRQLLVKHFWTPKQQIDFLDVYHGLRRRSHSEVITHLRRASTFVSHEKLRRQLTDLCTKVQSGTHPAAQDVLALRDCFSTYPLGFSQLQASQMRALSQAMLLTPYLPPPLLRQRLKSHTTVIHQLDRALAKLGIGQLTA.... Result: 0 (no interaction). (2) The miRNA is hsa-miR-924 with sequence AGAGUCUUGUGAUGUCUUGC. The protein sequence of the target gene is MAAAEPSPRRVGFVGAGRMAGAIAQGLIRAGKVEAQHILASAPTDRNLCHFQALGCRTTHSNQEVLQSCLLVIFATKPHVLPAVLAEVAPVVTTEHILVSVAAGVSLSTLEELLPPNTRVLRVLPNLPCVVQEGAIVMARGRHVGSSETKLLQHLLEACGRCEEVPEAYVDIHTGLSGSGVAFVCAFSEALAEGAVKMGMPSSLAHRIAAQTLLGTAKMLLHEGQHPAQLRSDVCTPGGTTIYGLHALEQGGLRAATMSAVEAATCRAKELSRK. Result: 1 (interaction). (3) The miRNA is cel-miR-235-3p with sequence UAUUGCACUCUCCCCGGCCUGA. The protein sequence of the target gene is MKHTQSGQSTSPLVIDYTCRVCQMAFVFSSLIPLLLMTPVFCLGNTSECFQNFSQSHKCILMHSPPSAMAELPPSANTSVCSTLYFYGIAIFLGSFVLSLLTIMVLLIRAQTLYKKFVKSTGFLGSEQWAVIHIVDQRVRFYPVAFFCCWGPAVILMIIKLTKPQDTKLHMALYVLQALTATSQGLLNCGVYGWTQHKFHQLKQEARRDADTQTPLLCSQKRFYSRGLNSLESTLTFPASTSTIF. Result: 0 (no interaction). (4) The miRNA is hsa-miR-3915 with sequence UUGAGGAAAAGAUGGUCUUAUU. The protein sequence of the target gene is MTKDKNSPGLKKKSQSVDINAPGFNPLAGAGKQTPQASKPPAPKTPIIEEEQNNAANTQKHPSRRSELKRFYTIDTGQKKTLDKKDGRRMSFQKPKGTIEYTVESRDSLNSIALKFDTTPNELVQLNKLFSRAVVTGQVLYVPDPEYVSSVESSPSLSPVSPLSPTSSEAEFDKTTNPDVHPTEATPSSTFTGIRPARVVSSTSEEEEAFTEKFLKINCKYITSGKGTVSGVLLVTPNNIMFDPHKNDPLVQENGCEEYGIMCPMEEVMSAAMYKEILDSKIKESLPIDIDQLSGRDFCH.... Result: 1 (interaction). (5) The miRNA is hsa-miR-27b-5p with sequence AGAGCUUAGCUGAUUGGUGAAC. The protein sequence of the target gene is MLSRLMSGSSRSLEREYSCTVRLLDDSEYTCTIQRDAKGQYLFDLLCHHLNLLEKDYFGIRFVDPDKQRHWLEFTKSVVKQLRSQPPFTMCFRVKFYPADPAALKEEITRYLVFLQIKRDLYHGRLLCKTSDAALLAAYILQAEIGDYDPGKHPEGYSSKFQFFPKHSEKLEKKIAEIHKTELSGQTPATSELNFLRKAQTLETYGVDPHPCKDVSGNAAFLAFTPFGFVVLQGNKRVHFIKWNEVTKLKFEGKTFYLYVSQKEEKKIILTYFAPTPEACKHLWKCGIENQAFYKLEKSS.... Result: 0 (no interaction). (6) The miRNA is hsa-miR-4652-5p with sequence AGGGGACUGGUUAAUAGAACUA. The protein sequence of the target gene is MGAQFSKTAAKGEATAERPGEAAVASSPSKANGQENGHVKVNGDASPAAAEPGAKEELQANGSAPAADKEEPAAAGSGAASPAAAEKDEPAAAAPDAGASPVEKEAPVEGEAAEPGSPTAAEGEAASAASSTSSPKAEDGATPSPSNETPKKKKKRFSFKKSFKLSGFSFKKNKKEAGEGGEAEGAAGASAEGGKDEASGGAAAAAGEAGAAPGEPTAAPGEEAAAGEEGAAGGDPQEAKPEEAAVAPEKPPASEEAKAVEEPSKAEEKAEEAGVSAAGCEAPSAAGPGVPPEQEAAPAE.... Result: 0 (no interaction). (7) The miRNA is hsa-miR-4451 with sequence UGGUAGAGCUGAGGACA. The protein sequence of the target gene is MPYLLISTQIRMEVGPTMVGDEQSDPELMQHLGASKRRALGNNFYEYYVDDPPRIVLDKLERRGFRVLSMTGVGQTLVWCLHKE. Result: 0 (no interaction).